This data is from Forward reaction prediction with 1.9M reactions from USPTO patents (1976-2016). The task is: Predict the product of the given reaction. (1) Given the reactants [CH3:1][O:2][C:3]1[CH:4]=[CH:5][C:6]2[N:12]=[CH:11][CH:10]=[C:9]([C@@H:13]([OH:24])[C@H:14]3[N:19]4[CH2:20][C@H:21]([CH:22]=[CH2:23])[C@@H:16]([CH2:17][CH2:18]4)[CH2:15]3)[C:7]=2[CH:8]=1.C(N(CC)CC)C.ClCCl.[F:35][C:36]([F:42])([F:41])[S:37](Cl)(=[O:39])=[O:38], predict the reaction product. The product is: [CH3:1][O:2][C:3]1[CH:4]=[CH:5][C:6]2[N:12]=[CH:11][CH:10]=[C:9]([C@@H:13]([OH:24])[C@H:14]3[N:19]4[CH2:20][C@H:21]([CH:22]=[CH2:23])[C@@H:16]([CH2:17][CH2:18]4)[CH2:15]3)[C:7]=2[CH:8]=1.[O-:38][S:37]([C:36]([F:42])([F:41])[F:35])(=[O:2])=[O:39]. (2) Given the reactants Br[CH2:2][C:3]1[CH:8]=[CH:7][C:6]([C:9]2[N:13]=[C:12]([C:14]3[O:18][N:17]=[C:16]([C:19]4[CH:24]=[CH:23][CH:22]=[CH:21][N:20]=4)[C:15]=3[C:25]([F:28])([F:27])[F:26])[O:11][N:10]=2)=[CH:5][CH:4]=1.[NH:29]1[CH2:32][CH:31]([C:33]([O:35][C:36]([CH3:39])([CH3:38])[CH3:37])=[O:34])[CH2:30]1.C(O)(=O)C.C(N(CC)CC)C, predict the reaction product. The product is: [N:20]1[CH:21]=[CH:22][CH:23]=[CH:24][C:19]=1[C:16]1[C:15]([C:25]([F:27])([F:26])[F:28])=[C:14]([C:12]2[O:11][N:10]=[C:9]([C:6]3[CH:5]=[CH:4][C:3]([CH2:2][N:29]4[CH2:30][CH:31]([C:33]([O:35][C:36]([CH3:39])([CH3:38])[CH3:37])=[O:34])[CH2:32]4)=[CH:8][CH:7]=3)[N:13]=2)[O:18][N:17]=1. (3) Given the reactants C(OC(=O)[NH:7][CH2:8][CH2:9][N:10]1[C:18]2[C:17]([NH:19][C:20]3[CH:21]=[C:22]4[C:26](=[CH:27][CH:28]=3)[N:25]([CH2:29][C:30]3[N:31]=[CH:32][S:33][CH:34]=3)[CH:24]=[CH:23]4)=[N:16][CH:15]=[N:14][C:13]=2[CH:12]=[CH:11]1)(C)(C)C.[ClH:36].CO, predict the reaction product. The product is: [ClH:36].[ClH:36].[NH2:7][CH2:8][CH2:9][N:10]1[C:18]2[C:17]([NH:19][C:20]3[CH:21]=[C:22]4[C:26](=[CH:27][CH:28]=3)[N:25]([CH2:29][C:30]3[N:31]=[CH:32][S:33][CH:34]=3)[CH:24]=[CH:23]4)=[N:16][CH:15]=[N:14][C:13]=2[CH:12]=[CH:11]1. (4) Given the reactants Cl[C:2]1[N:7]=[C:6]([N:8]([CH3:10])[CH3:9])[C:5]([CH2:11][CH3:12])=[CH:4][N:3]=1.N[C@@H]1CC[C@H]([C:20]2[C:28]([F:29])=[C:27]([F:30])[CH:26]=[CH:25][C:21]=2[C:22]([NH2:24])=[O:23])CC1.CC[N:33]([CH:37]([CH3:39])[CH3:38])C(C)C.[CH3:40][CH:41](O)[CH3:42], predict the reaction product. The product is: [CH3:9][N:8]([CH3:10])[C:6]1[C:5]([CH2:11][CH3:12])=[CH:4][N:3]=[C:2]([NH:33][C@@H:37]2[CH2:38][CH2:42][C@H:41]([NH:24][C:22](=[O:23])[C:21]3[CH:25]=[CH:26][C:27]([F:30])=[C:28]([F:29])[CH:20]=3)[CH2:40][CH2:39]2)[N:7]=1. (5) Given the reactants [NH2:1][C:2]1[CH:11]=[CH:10][CH:9]=[C:8]2[C:3]=1[CH:4]=[CH:5][N:6]([CH:13]([CH2:16][OH:17])[CH2:14][OH:15])[C:7]2=[O:12].[Cl:18][C:19]1[CH:24]=[CH:23][C:22]([CH2:25][C:26](O)=[O:27])=[CH:21][C:20]=1[C:29]([F:32])([F:31])[F:30].F[P-](F)(F)(F)(F)F.C[N+](C)=C(N(C)C)ON1C2N=CC=CC=2N=N1.C(N(CC)C(C)C)(C)C.[OH-].[Na+], predict the reaction product. The product is: [Cl:18][C:19]1[CH:24]=[CH:23][C:22]([CH2:25][C:26]([NH:1][C:2]2[CH:11]=[CH:10][CH:9]=[C:8]3[C:3]=2[CH:4]=[CH:5][N:6]([CH:13]([CH2:14][OH:15])[CH2:16][OH:17])[C:7]3=[O:12])=[O:27])=[CH:21][C:20]=1[C:29]([F:30])([F:31])[F:32]. (6) Given the reactants [Cl:1][C:2]1[CH:7]=[C:6]([C:8]2[C:16]3[C:11](=[N:12][CH:13]=[C:14]([OH:17])[CH:15]=3)[N:10](S(C3C=CC=CC=3)(=O)=O)[CH:9]=2)[CH:5]=[C:4]([NH:27][CH:28]2[CH2:33][CH2:32][CH2:31][CH2:30][CH2:29]2)[N:3]=1.[OH-].[Na+], predict the reaction product. The product is: [Cl:1][C:2]1[CH:7]=[C:6]([C:8]2[C:16]3[C:11](=[N:12][CH:13]=[C:14]([OH:17])[CH:15]=3)[NH:10][CH:9]=2)[CH:5]=[C:4]([NH:27][CH:28]2[CH2:33][CH2:32][CH2:31][CH2:30][CH2:29]2)[N:3]=1.